This data is from Experimentally validated miRNA-target interactions with 360,000+ pairs, plus equal number of negative samples. The task is: Binary Classification. Given a miRNA mature sequence and a target amino acid sequence, predict their likelihood of interaction. (1) The miRNA is hsa-miR-542-3p with sequence UGUGACAGAUUGAUAACUGAAA. The protein sequence of the target gene is MQKTTYYDNSTLFGGYSYQGANGFGYDAPAPAFQNSAHLEGDYQRSACSLQSLGTSAPPQPQHAKTKELNGSCMRPSLPPEHHPPPQVSPPQNTVNVAATNATQQPGGSGGGGGAGSGGTSKSSSKSSSMATNPTLTKQIFPWMKESRQNTKQKNSSPSASSANAESSGGEKSPPGSAASKRARTAYTSAQLVELEKEFHFNRYLCRPRRVEMANLLNLSERQIKIWFQNRRMKYKKDQKSKGIGSSSGGPSPTGSPPLPMQSSAGFMNSMHSMGSYDAPSPPSFNKPHQNAYAMSTAYQ.... Result: 0 (no interaction). (2) The miRNA is hsa-miR-216a-5p with sequence UAAUCUCAGCUGGCAACUGUGA. The protein sequence of the target gene is MTRILTAFKVVRTLKTGFGFTNVTAHQKWKFSRPGIRLLSVKAQTAHIVLEDGTKMKGYSFGHPSSVAGEVVFNTGLGGYPEAITDPAYKGQILTMANPIIGNGGAPDTTALDELGLSKYLESNGIKVSGLLVLDYSKDYNHWLATKSLGQWLQEEKVPAIYGVDTRMLTKIIRDKGTMLGKIEFEGQPVDFVDPNKQNLIAEVSTKDVKVYGKGNPTKVVAVDCGIKNNVIRLLVKRGAEVHLVPWNHDFTKMEYDGILIAGGPGNPALAEPLIQNVRKILESDRKEPLFGISTGNLIT.... Result: 1 (interaction). (3) The miRNA is hsa-miR-5591-3p with sequence AUACCCAUAGCUUAGCUCCCA. The protein sequence of the target gene is MAQGLVTFADVAIDFSQEEWACLNSAQRDLYWDVMLENYSNLVSLDLESAYENKSLPTEKNIHEIRASKRNSDRRSKSLGRNWICEGTLERPQRSRGRYVNQMIINYVKRPATREGTPPRTHQRHHKENSFECKDCGKAFSRGYQLSQHQKIHTGEKPYECKECKKAFRWGNQLTQHQKIHTGEKPYECKDCGKAFRWGSSLVIHKRIHTGEKPYECKDCGKAFRRGDELTQHQRFHTGEKDYECKDCGKTFSRVYKLIQHKRIHSGEKPYECKDCGKAFICGSSLIQHKRIHTGEKPYE.... Result: 0 (no interaction). (4) The miRNA is hsa-let-7d-3p with sequence CUAUACGACCUGCUGCCUUUCU. The protein sequence of the target gene is MSAKPEVSLVREASRQIVAGGSAGLVEICLMHPLDVVKTRFQIQRCATDPNSYKSLVDSFRMIFQMEGLFGFYKGILPPILAETPKRAVKFFTFEQYKKLLGYVSLSPALTFAIAGLGSGLTEAIVVNPFEVVKVGLQANRNTFAEQPSTVGYARQIIKKEGWGLQGLNKGLTATLGRHGVFNMVYFGFYYNVKNMIPVNKDPILEFWRKFGIGLLSGTIASVINIPFDVAKSRIQGPQPVPGEIKYRTCFKTMATVYQEEGILALYKGLLPKIMRLGPGGAVMLLVYEYTYSWLQENW. Result: 0 (no interaction). (5) The miRNA is mmu-miR-129-5p with sequence CUUUUUGCGGUCUGGGCUUGC. The protein sequence of the target gene is MQVRVRLSLLLLCAVLLGSAAATSDDKTNQDDSLDSKSSLPTDESVKDHTTTGKVVAGQIFVDSEEAEVESLLQDEEDSSKTQEEEISFLESPNPSSKTYEELKRVRKPVLTAIEGTAHGEPCHFPFLFLDKEYDECTSDGREDGRLWCATTYDYKTDEKWGFCETEEDAAKRRQMQEAEMIYQAGMKILNGSNRKSQKREAYRYLQKAAGMNHTKALERVSYALLFGDYLTQNIQAAKEMFEKLTEEGSPKGQTGLGFLYASGLGVNSSQAKALVYYTFGALGGNLIAHMILGYRYWAG.... Result: 1 (interaction). (6) The miRNA is hsa-miR-126-5p with sequence CAUUAUUACUUUUGGUACGCG. The protein sequence of the target gene is MAAGDGDVKLSTLGSGGESGGDGSPGGAGATAARSSWVAALLATGGEMLLNVALVALVLLGAYRLWVRWGRRGLCSGPGAGEESPAATLPRMKKRDFSLEQLRQYDGARTPRILLAVNGKVFDVTKGSKFYGPAGPYGIFAGRDASRGLATFCLDKDALRDEYDDLSDLNAVQMESVREWEMQFKEKYDYVGRLLKPGEEPSEYTDEEDTKDHSKQD. Result: 0 (no interaction). (7) The miRNA is mmu-miR-669k-3p with sequence UAUGCAUAUACACGCAUGCAA. The protein sequence of the target gene is MASQEFEVEAIVDKRQDKNGNTQYLVRWKGYDKQDDTWEPEQHLMNCEKCVHDFNRRQTEKQKKLTWTTTSRIFSNNARRRTSRSTKANYSKNSPKTPVTDKHHRSKNCKLFAASKNVRRKAASTLSDTKNMEIINSTIETLAPDSPFDHKKTVSGFQKLEKLDPIAADQQDTVVFKVTEGKLLRDPLSHPGAEQTGIQNKTQMHPLMSQMSGSVTASMATGSATRKGIVVLIDPLAANGTTDMHTSVPRVKGGQRNITDDSRGQPFIKKMHFTIRLTESAITYRDIVVKKEDGFTQIVL.... Result: 0 (no interaction).